This data is from Reaction yield outcomes from USPTO patents with 853,638 reactions. The task is: Predict the reaction yield, written as a fraction of the theoretical maximum amount of product (1.0 means a 100% yield; for example, 0.34 means a 34% yield). (1) The reactants are [CH3:1][O:2][C:3]1[CH:8]=[CH:7][C:6]([C:9]2[CH:10]=[N:11][CH:12]=[C:13]3[C:18]=2[N:17]=[C:16]([C:19](O)=[O:20])[CH:15]=[CH:14]3)=[CH:5][CH:4]=1.[CH3:22][NH:23][CH2:24][C:25]1[CH:30]=[CH:29][CH:28]=[CH:27][CH:26]=1.O.ON1C2C=CC=CC=2N=N1.Cl.CN(C)CCCN=C=NCC. The catalyst is ClCCl. The product is [CH2:24]([N:23]([CH3:22])[C:19]([C:16]1[CH:15]=[CH:14][C:13]2[C:18](=[C:9]([C:6]3[CH:7]=[CH:8][C:3]([O:2][CH3:1])=[CH:4][CH:5]=3)[CH:10]=[N:11][CH:12]=2)[N:17]=1)=[O:20])[C:25]1[CH:30]=[CH:29][CH:28]=[CH:27][CH:26]=1. The yield is 0.270. (2) The catalyst is C1COCC1.O.CC(=O)OCC. The reactants are C([O:3][CH2:4][CH2:5][CH2:6][N:7]1[C:12](=[O:13])[C:11]2[C:14]([CH2:25][CH2:26][CH:27]([CH3:29])[CH3:28])=[C:15]([C:18]3[CH:23]=[CH:22][CH:21]=[C:20]([Cl:24])[CH:19]=3)[N:16]=[CH:17][C:10]=2[N:9]([CH3:30])[C:8]1=[O:31])=O.O[Li].O. The yield is 0.540. The product is [Cl:24][C:20]1[CH:19]=[C:18]([C:15]2[N:16]=[CH:17][C:10]3[N:9]([CH3:30])[C:8](=[O:31])[N:7]([CH2:6][CH2:5][CH2:4][OH:3])[C:12](=[O:13])[C:11]=3[C:14]=2[CH2:25][CH2:26][CH:27]([CH3:29])[CH3:28])[CH:23]=[CH:22][CH:21]=1. (3) The product is [CH2:1]([N:8]1[CH2:13][CH2:12][C@@H:11]([CH3:14])[C@@H:10]([N:15]2[C:16]3[C:17]4[CH:26]=[CH:25][N:24]([CH2:27][O:28][CH2:29][CH2:30][Si:31]([CH3:33])([CH3:32])[CH3:34])[C:18]=4[N:19]=[CH:20][C:21]=3[CH2:22][O:23][CH2:35]2)[CH2:9]1)[C:2]1[CH:3]=[CH:4][CH:5]=[CH:6][CH:7]=1. The reactants are [CH2:1]([N:8]1[CH2:13][CH2:12][C@@H:11]([CH3:14])[C@@H:10]([NH:15][C:16]2[C:21]([CH2:22][OH:23])=[CH:20][N:19]=[C:18]3[N:24]([CH2:27][O:28][CH2:29][CH2:30][Si:31]([CH3:34])([CH3:33])[CH3:32])[CH:25]=[CH:26][C:17]=23)[CH2:9]1)[C:2]1[CH:7]=[CH:6][CH:5]=[CH:4][CH:3]=1.[CH:35](O)=O. The yield is 0.610. The catalyst is C(O)(=O)C. (4) The reactants are Cl.[NH2:2][C:3]1[C:4]2[C:14]([O:15][CH2:16][C:17]3([NH2:23])[CH2:22][CH2:21][CH2:20][CH2:19][CH2:18]3)=[CH:13][CH:12]=[CH:11][C:5]=2[NH:6][S:7](=[O:10])(=[O:9])[N:8]=1.[C:24](O)(=[O:31])[C:25]1[CH:30]=[CH:29][N:28]=[CH:27][CH:26]=1. No catalyst specified. The product is [NH2:2][C:3]1[C:4]2[C:14]([O:15][CH2:16][C:17]3([NH:23][C:24](=[O:31])[C:25]4[CH:30]=[CH:29][N:28]=[CH:27][CH:26]=4)[CH2:22][CH2:21][CH2:20][CH2:19][CH2:18]3)=[CH:13][CH:12]=[CH:11][C:5]=2[NH:6][S:7](=[O:10])(=[O:9])[N:8]=1. The yield is 0.380. (5) The product is [Br:1][C:2]1[C:7]2[S:8][C:9]3[C:14]([Si:22]([CH3:25])([CH3:24])[CH3:23])=[CH:13][CH:12]=[CH:11][C:10]=3[C:6]=2[CH:5]=[CH:4][CH:3]=1. The reactants are [Br:1][C:2]1[C:7]2[S:8][C:9]3[C:14](Br)=[CH:13][CH:12]=[CH:11][C:10]=3[C:6]=2[CH:5]=[CH:4][CH:3]=1.C([Li])CCC.Cl[Si:22]([CH3:25])([CH3:24])[CH3:23]. The yield is 0.610. The catalyst is C1COCC1. (6) The reactants are [Cl:1][C:2]1[CH:13]=[C:12]([F:14])[CH:11]=[CH:10][C:3]=1[CH:4]=[C:5]([C:8]#[N:9])[C:6]#[N:7].[BH4-].[Na+]. The catalyst is C(O)C. The product is [Cl:1][C:2]1[CH:13]=[C:12]([F:14])[CH:11]=[CH:10][C:3]=1[CH2:4][CH:5]([C:6]#[N:7])[C:8]#[N:9]. The yield is 0.530. (7) The reactants are [CH2:1]([O:8][C:9]([N:11]1[CH2:16][CH2:15][CH:14]([C:17]2[NH:18][C:19]([CH:22]3[CH2:26][CH2:25][CH2:24][N:23]3[C:27]([O:29][C:30]([CH3:33])([CH3:32])[CH3:31])=[O:28])=[N:20][CH:21]=2)[CH2:13][CH2:12]1)=[O:10])[C:2]1[CH:7]=[CH:6][CH:5]=[CH:4][CH:3]=1.[H-].[Na+].[CH3:36][Si:37]([CH2:40][CH2:41][O:42][CH2:43]Cl)([CH3:39])[CH3:38]. The catalyst is CN(C=O)C.[NH4+].[Cl-].CCOC(C)=O. The product is [CH2:1]([O:8][C:9]([N:11]1[CH2:12][CH2:13][CH:14]([C:17]2[N:18]([CH2:43][O:42][CH2:41][CH2:40][Si:37]([CH3:39])([CH3:38])[CH3:36])[C:19]([CH:22]3[CH2:26][CH2:25][CH2:24][N:23]3[C:27]([O:29][C:30]([CH3:33])([CH3:32])[CH3:31])=[O:28])=[N:20][CH:21]=2)[CH2:15][CH2:16]1)=[O:10])[C:2]1[CH:3]=[CH:4][CH:5]=[CH:6][CH:7]=1. The yield is 0.320. (8) The reactants are NC1C=C[C:9]([Br:12])=[CH:8][C:3]=1C(OC)=O.N([O-])=O.[Na+].[S:17](=[O:19])=[O:18].[NH3:20].[CH2:21]1[CH2:25][O:24][CH2:23][CH2:22]1. The catalyst is Cl.O.CO.[Cu]Cl. The product is [Br:12][C:9]1[CH:23]=[CH:22][C:21]2[C:25](=[O:24])[NH:20][S:17](=[O:19])(=[O:18])[C:3]=2[CH:8]=1. The yield is 0.0900. (9) The reactants are [NH2:1][C@@H:2]([CH2:33][C:34]1[CH:39]=[CH:38][CH:37]=[CH:36][CH:35]=1)[CH2:3][C@H:4]([OH:32])[C@@H:5]([NH:19][C:20]([C@@H:22]([NH:27][C:28](=[O:31])[O:29][CH3:30])[C:23]([CH3:26])([CH3:25])[CH3:24])=[O:21])[CH2:6][C:7]1[CH:12]=[CH:11][C:10]([C:13]2[CH:18]=[CH:17][CH:16]=[CH:15][N:14]=2)=[CH:9][CH:8]=1.[CH2:40]([N:47]1[CH2:51][CH2:50][N:49]([C@@H:52]([C:56]([CH3:59])([CH3:58])[CH3:57])[C:53](O)=[O:54])[C:48]1=[O:60])[C:41]1[CH:46]=[CH:45][CH:44]=[CH:43][CH:42]=1.CCOP(ON1N=NC2C=CC=CC=2C1=O)(OCC)=O.C(N(CC)C(C)C)(C)C. The catalyst is C1COCC1. The product is [CH2:40]([N:47]1[CH2:51][CH2:50][N:49]([C@@H:52]([C:56]([CH3:58])([CH3:57])[CH3:59])[C:53]([NH:1][C@@H:2]([CH2:33][C:34]2[CH:35]=[CH:36][CH:37]=[CH:38][CH:39]=2)[CH2:3][C@H:4]([OH:32])[C@@H:5]([NH:19][C:20]([C@@H:22]([NH:27][C:28](=[O:31])[O:29][CH3:30])[C:23]([CH3:25])([CH3:26])[CH3:24])=[O:21])[CH2:6][C:7]2[CH:12]=[CH:11][C:10]([C:13]3[CH:18]=[CH:17][CH:16]=[CH:15][N:14]=3)=[CH:9][CH:8]=2)=[O:54])[C:48]1=[O:60])[C:41]1[CH:42]=[CH:43][CH:44]=[CH:45][CH:46]=1. The yield is 0.300. (10) The reactants are [C:1]1([Mg]Br)[CH:6]=[CH:5][CH:4]=[CH:3][CH:2]=1.[CH:9](=[O:13])/[CH:10]=[CH:11]/[CH3:12].[Cl-].[NH4+]. The catalyst is O1CCCC1.CCOCC. The product is [C:1]1([CH:9]([OH:13])[CH:10]=[CH:11][CH3:12])[CH:6]=[CH:5][CH:4]=[CH:3][CH:2]=1. The yield is 0.999.